The task is: Predict the reactants needed to synthesize the given product.. This data is from Full USPTO retrosynthesis dataset with 1.9M reactions from patents (1976-2016). (1) Given the product [CH3:1][O:2][C:3]1[C:18]([O:19][CH3:20])=[CH:17][C:6]([C:7]([NH:9][CH2:10][C:11]2[O:12][C:13]([CH3:16])=[CH:14][CH:15]=2)=[O:8])=[C:5]([NH2:21])[CH:4]=1, predict the reactants needed to synthesize it. The reactants are: [CH3:1][O:2][C:3]1[C:18]([O:19][CH3:20])=[CH:17][C:6]([C:7]([NH:9][CH2:10][C:11]2[O:12][C:13]([CH3:16])=[CH:14][CH:15]=2)=[O:8])=[C:5]([N+:21]([O-])=O)[CH:4]=1.O.NN. (2) Given the product [ClH:12].[CH3:2][NH:3][CH2:4][CH2:5][CH2:6][C:7]([O:9][CH3:14])=[O:8], predict the reactants needed to synthesize it. The reactants are: Cl.[CH3:2][NH:3][CH2:4][CH2:5][CH2:6][C:7]([OH:9])=[O:8].S(Cl)([Cl:12])=O.[CH3:14]O. (3) Given the product [F:29][CH:27]([F:28])[C:16]1[CH:15]=[C:14]([C:11]2[CH:12]=[CH:13][C:8]([CH2:7][CH2:6][N:32]3[C:31](=[O:30])[C:13]4[C:8](=[CH:9][CH:10]=[CH:11][CH:12]=4)[C:34]3=[O:35])=[CH:9][CH:10]=2)[N:18]([C:19]2[CH:20]=[N:21][C:22]([O:25][CH3:26])=[CH:23][CH:24]=2)[N:17]=1, predict the reactants needed to synthesize it. The reactants are: CS(O[CH2:6][CH2:7][C:8]1[CH:13]=[CH:12][C:11]([C:14]2[N:18]([C:19]3[CH:20]=[N:21][C:22]([O:25][CH3:26])=[CH:23][CH:24]=3)[N:17]=[C:16]([CH:27]([F:29])[F:28])[CH:15]=2)=[CH:10][CH:9]=1)(=O)=O.[OH2:30].[CH3:31][N:32]([CH:34]=[O:35])C. (4) Given the product [CH2:18]([N:15]1[C:16]2[CH:17]=[C:9]3[N:8]=[C:7]([C:3]4[C:2]([NH:1][C:32](=[O:33])[CH:31]([O:24][C:25]5[CH:26]=[CH:27][CH:28]=[CH:29][CH:30]=5)[CH3:35])=[CH:6][NH:5][N:4]=4)[NH:23][C:10]3=[CH:11][C:12]=2[C:13]([CH3:22])([CH3:21])[C:14]1=[O:20])[CH3:19], predict the reactants needed to synthesize it. The reactants are: [NH2:1][C:2]1[C:3]([C:7]2[NH:23][C:10]3=[CH:11][C:12]4[C:13]([CH3:22])([CH3:21])[C:14](=[O:20])[N:15]([CH2:18][CH3:19])[C:16]=4[CH:17]=[C:9]3[N:8]=2)=[N:4][NH:5][CH:6]=1.[O:24]([CH:31]([CH3:35])[C:32](O)=[O:33])[C:25]1[CH:30]=[CH:29][CH:28]=[CH:27][CH:26]=1. (5) Given the product [N:1]1([CH2:6][CH2:7][CH2:8][O:9][C:10]2[CH:11]=[CH:12][C:13]([C:16]3([CH2:22][N:24]4[CH2:29][CH2:28][CH:27]([CH2:30][OH:31])[CH2:26][CH2:25]4)[CH2:21][CH2:20][O:19][CH2:18][CH2:17]3)=[CH:14][CH:15]=2)[CH2:5][CH2:4][CH2:3][CH2:2]1, predict the reactants needed to synthesize it. The reactants are: [N:1]1([CH2:6][CH2:7][CH2:8][O:9][C:10]2[CH:15]=[CH:14][C:13]([C:16]3([CH:22]=O)[CH2:21][CH2:20][O:19][CH2:18][CH2:17]3)=[CH:12][CH:11]=2)[CH2:5][CH2:4][CH2:3][CH2:2]1.[NH:24]1[CH2:29][CH2:28][CH:27]([CH2:30][OH:31])[CH2:26][CH2:25]1. (6) Given the product [CH2:1]([N:8]1[CH2:12][CH:11]([C:13]2[CH:18]=[CH:17][C:16]([Cl:19])=[C:15]([Cl:20])[CH:14]=2)[CH:10]([NH:21][CH3:22])[CH2:9]1)[C:2]1[CH:3]=[CH:4][CH:5]=[CH:6][CH:7]=1, predict the reactants needed to synthesize it. The reactants are: [CH2:1]([N:8]1[CH2:12][CH:11]([C:13]2[CH:18]=[CH:17][C:16]([Cl:19])=[C:15]([Cl:20])[CH:14]=2)[CH:10]([NH2:21])[CH2:9]1)[C:2]1[CH:7]=[CH:6][CH:5]=[CH:4][CH:3]=1.[C:22]([O-])([O-])=O.[K+].[K+].ClC(OCC)=O.B. (7) Given the product [CH3:32][C:8]1[CH:9]=[C:10]([O:13][CH:14]([C:16]2[S:20][C:19]([C:21]3[CH:22]=[CH:23][C:24]([C:27]([F:30])([F:29])[F:28])=[CH:25][CH:26]=3)=[N:18][C:17]=2[CH3:31])[CH3:15])[CH:11]=[CH:12][C:7]=1[CH:9]([CH3:8])[C:10]([OH:13])=[O:38], predict the reactants needed to synthesize it. The reactants are: C(OC(=O)C(OCC)C[C:7]1[CH:12]=[CH:11][C:10]([O:13][CH:14]([C:16]2[S:20][C:19]([C:21]3[CH:26]=[CH:25][C:24]([C:27]([F:30])([F:29])[F:28])=[CH:23][CH:22]=3)=[N:18][C:17]=2[CH3:31])[CH3:15])=[CH:9][C:8]=1[CH3:32])C.[Li+].[OH-:38].